Task: Predict the reaction yield, written as a fraction of the theoretical maximum amount of product (1.0 means a 100% yield; for example, 0.34 means a 34% yield).. Dataset: Reaction yield outcomes from USPTO patents with 853,638 reactions The reactants are [NH2:1][C:2]1[CH:9]=[CH:8][CH:7]=[C:6]([O:10][CH2:11][CH2:12][CH2:13][CH2:14][O:15][Si](C(C)(C)C)(C)C)[C:3]=1[C:4]#[N:5].[S:23](Cl)(=[O:26])(=[O:25])[NH2:24]. The catalyst is O. The product is [S:23](=[O:26])(=[O:25])([O:15][CH2:14][CH2:13][CH2:12][CH2:11][O:10][C:6]1[CH:7]=[CH:8][CH:9]=[C:2]([NH:1][S:23](=[O:26])(=[O:25])[NH2:24])[C:3]=1[C:4]#[N:5])[NH2:24]. The yield is 0.630.